Dataset: Full USPTO retrosynthesis dataset with 1.9M reactions from patents (1976-2016). Task: Predict the reactants needed to synthesize the given product. Given the product [CH2:1]([C:5]1[N:6]=[C:7]([C:12]2[CH:17]=[CH:16][C:15]([C:18]([F:21])([F:20])[F:19])=[CH:14][CH:13]=2)[S:8][C:9]=1[CH2:10][C:33]#[N:35])[CH2:2][CH2:3][CH3:4], predict the reactants needed to synthesize it. The reactants are: [CH2:1]([C:5]1[N:6]=[C:7]([C:12]2[CH:17]=[CH:16][C:15]([C:18]([F:21])([F:20])[F:19])=[CH:14][CH:13]=2)[S:8][C:9]=1[CH2:10]Cl)[CH2:2][CH2:3][CH3:4].C([O-])(O)=O.[Na+].C(OCC)(=O)C.[C:33](#[N:35])C.